From a dataset of Cav3 T-type calcium channel HTS with 100,875 compounds. Binary Classification. Given a drug SMILES string, predict its activity (active/inactive) in a high-throughput screening assay against a specified biological target. (1) The molecule is S(=O)(=O)(NC(C(C)C)C(=O)N1CCc2c(C1)cccc2)c1c2nsnc2ccc1. The result is 0 (inactive). (2) The molecule is O1CCN(CC(O)COc2cc(OC)ccc2)CC1. The result is 0 (inactive). (3) The drug is Clc1cc(NCc2cc3OCOc3cc2)ccc1OC. The result is 0 (inactive). (4) The molecule is O(c1c(OC)cc(cc1OC)C(=O)Nc1ccc(NC(=O)CCCC)nc1)C. The result is 0 (inactive). (5) The drug is O=C/1NC(=O)NC(=O)C1=C\c1c([nH]nc1)c1ccccc1. The result is 0 (inactive). (6) The molecule is s1c(NC(=O)C2C3OC(C2C(O)=O)CC3)nc(c1C)c1ccc(CCCC)cc1. The result is 0 (inactive). (7) The compound is O=C(N\C(=C/c1cc([N+]([O-])=O)ccc1)C(=O)Nc1ccc([N+]([O-])=O)cc1)C1CCCCC1. The result is 0 (inactive).